This data is from Reaction yield outcomes from USPTO patents with 853,638 reactions. The task is: Predict the reaction yield, written as a fraction of the theoretical maximum amount of product (1.0 means a 100% yield; for example, 0.34 means a 34% yield). (1) The yield is 0.610. The reactants are [CH3:1][C:2]1[CH:7]=[C:6]([CH3:8])[N:5]=[C:4]([N:9]([CH3:25])[C:10](=O)[CH2:11][CH2:12][N:13]([CH3:23])[C:14]2[CH:19]=[CH:18][C:17]([N+:20]([O-:22])=[O:21])=[CH:16][CH:15]=2)[CH:3]=1. The product is [CH3:1][C:2]1[CH:7]=[C:6]([CH3:8])[N:5]=[C:4]([N:9]([CH3:25])[CH2:10][CH2:11][CH2:12][N:13]([CH3:23])[C:14]2[CH:19]=[CH:18][C:17]([N+:20]([O-:22])=[O:21])=[CH:16][CH:15]=2)[CH:3]=1. The catalyst is O1CCCC1. (2) The reactants are [Cl:1][C:2]1[CH:3]=[C:4](B(O)O)[CH:5]=[C:6]([Cl:9])[C:7]=1[Cl:8].Br[C:14]([C:16]([F:19])([F:18])[F:17])=[CH2:15].C([O-])([O-])=O.[Cs+].[Cs+]. The catalyst is C1COCC1.Cl[Pd](Cl)([P](C1C=CC=CC=1)(C1C=CC=CC=1)C1C=CC=CC=1)[P](C1C=CC=CC=1)(C1C=CC=CC=1)C1C=CC=CC=1. The product is [Cl:1][C:2]1[CH:3]=[C:4]([C:14]([C:16]([F:19])([F:18])[F:17])=[CH2:15])[CH:5]=[C:6]([Cl:9])[C:7]=1[Cl:8]. The yield is 0.800. (3) The reactants are [F:1][C:2]1[CH:25]=[CH:24][CH:23]=[C:22]([O:26][CH3:27])[C:3]=1[O:4][C:5]1[CH:10]=[CH:9][C:8]([CH:11]=O)=[CH:7][C:6]=1[NH:13][C:14]([NH:16][C:17]1[S:18][CH:19]=[CH:20][N:21]=1)=[O:15].[NH:28]1[CH2:33][CH2:32][O:31][CH2:30][CH2:29]1. No catalyst specified. The product is [F:1][C:2]1[CH:25]=[CH:24][CH:23]=[C:22]([O:26][CH3:27])[C:3]=1[O:4][C:5]1[CH:10]=[CH:9][C:8]([CH2:11][N:28]2[CH2:33][CH2:32][O:31][CH2:30][CH2:29]2)=[CH:7][C:6]=1[NH:13][C:14]([NH:16][C:17]1[S:18][CH:19]=[CH:20][N:21]=1)=[O:15]. The yield is 0.780. (4) The reactants are [F:1][C:2]1[CH:7]=[C:6](I)[CH:5]=[CH:4][C:3]=1[N:9]1[CH:14]=[C:13]([O:15][CH3:16])[C:12](=[O:17])[C:11]([C:18]2[N:22]([C:23]3[CH:28]=[CH:27][CH:26]=[CH:25][CH:24]=3)[N:21]=[CH:20][CH:19]=2)=[N:10]1.[C:29]([O:33][C:34]([CH3:37])([CH3:36])[CH3:35])(=[O:32])[NH:30][NH2:31].C([O-])([O-])=O.[Cs+].[Cs+].O. The catalyst is CN(C=O)C.[Cu]I.N1C2C(=CC=C3C=2N=CC=C3)C=CC=1. The product is [F:1][C:2]1[CH:7]=[C:6]([N:30]([C:29]([O:33][C:34]([CH3:37])([CH3:36])[CH3:35])=[O:32])[NH2:31])[CH:5]=[CH:4][C:3]=1[N:9]1[CH:14]=[C:13]([O:15][CH3:16])[C:12](=[O:17])[C:11]([C:18]2[N:22]([C:23]3[CH:28]=[CH:27][CH:26]=[CH:25][CH:24]=3)[N:21]=[CH:20][CH:19]=2)=[N:10]1. The yield is 0.830. (5) The reactants are [F:1][C:2]([F:7])([F:6])[C:3]([OH:5])=[O:4].[F:8][C:9]([F:14])([F:13])[C:10]([OH:12])=[O:11].FC(F)(F)C(O)=O.[Cl:22][C:23]1[CH:24]=[N:25][C:26]2[NH:27][C:28]3[CH:29]=[N:30][CH:31]=[C:32]([CH:54]=3)[CH2:33][CH2:34][C:35]3[CH:43]=[C:39]([NH:40][C:41]=1[N:42]=2)[CH:38]=[CH:37][C:36]=3[NH:44][C:45](=[O:53])[CH2:46][CH:47]1[CH2:52][CH2:51][NH:50][CH2:49][CH2:48]1.[CH3:55][N:56]=[C:57]=[O:58]. No catalyst specified. The product is [F:1][C:2]([F:7])([F:6])[C:3]([OH:5])=[O:4].[F:8][C:9]([F:14])([F:13])[C:10]([OH:12])=[O:11].[Cl:22][C:23]1[CH:24]=[N:25][C:26]2[NH:27][C:28]3[CH:29]=[N:30][CH:31]=[C:32]([CH:54]=3)[CH2:33][CH2:34][C:35]3[CH:43]=[C:39]([NH:40][C:41]=1[N:42]=2)[CH:38]=[CH:37][C:36]=3[NH:44][C:45](=[O:53])[CH2:46][CH:47]1[CH2:52][CH2:51][N:50]([C:57]([NH:56][CH3:55])=[O:58])[CH2:49][CH2:48]1. The yield is 0.430.